This data is from NCI-60 drug combinations with 297,098 pairs across 59 cell lines. The task is: Regression. Given two drug SMILES strings and cell line genomic features, predict the synergy score measuring deviation from expected non-interaction effect. (1) Drug 1: C1CC(C1)(C(=O)O)C(=O)O.[NH2-].[NH2-].[Pt+2]. Drug 2: CN(C(=O)NC(C=O)C(C(C(CO)O)O)O)N=O. Cell line: IGROV1. Synergy scores: CSS=9.96, Synergy_ZIP=-2.88, Synergy_Bliss=-0.833, Synergy_Loewe=-4.14, Synergy_HSA=-2.24. (2) Drug 1: C1CN1C2=NC(=NC(=N2)N3CC3)N4CC4. Drug 2: CC1=C(C(=O)C2=C(C1=O)N3CC4C(C3(C2COC(=O)N)OC)N4)N. Cell line: UO-31. Synergy scores: CSS=32.9, Synergy_ZIP=-8.64, Synergy_Bliss=-2.94, Synergy_Loewe=0.443, Synergy_HSA=2.27. (3) Drug 1: C1=NC(=NC(=O)N1C2C(C(C(O2)CO)O)O)N. Drug 2: CC1=C(N=C(N=C1N)C(CC(=O)N)NCC(C(=O)N)N)C(=O)NC(C(C2=CN=CN2)OC3C(C(C(C(O3)CO)O)O)OC4C(C(C(C(O4)CO)O)OC(=O)N)O)C(=O)NC(C)C(C(C)C(=O)NC(C(C)O)C(=O)NCCC5=NC(=CS5)C6=NC(=CS6)C(=O)NCCC[S+](C)C)O. Cell line: OVCAR3. Synergy scores: CSS=22.3, Synergy_ZIP=-7.98, Synergy_Bliss=-5.13, Synergy_Loewe=-2.87, Synergy_HSA=-1.41. (4) Drug 1: C(=O)(N)NO. Drug 2: C(CC(=O)O)C(=O)CN.Cl. Cell line: UACC62. Synergy scores: CSS=-1.33, Synergy_ZIP=1.57, Synergy_Bliss=2.47, Synergy_Loewe=-0.352, Synergy_HSA=-0.714. (5) Drug 1: CCCS(=O)(=O)NC1=C(C(=C(C=C1)F)C(=O)C2=CNC3=C2C=C(C=N3)C4=CC=C(C=C4)Cl)F. Drug 2: CS(=O)(=O)C1=CC(=C(C=C1)C(=O)NC2=CC(=C(C=C2)Cl)C3=CC=CC=N3)Cl. Cell line: SN12C. Synergy scores: CSS=-0.190, Synergy_ZIP=0.887, Synergy_Bliss=0.654, Synergy_Loewe=-1.66, Synergy_HSA=-1.74. (6) Drug 1: C1=CC(=CC=C1CCC2=CNC3=C2C(=O)NC(=N3)N)C(=O)NC(CCC(=O)O)C(=O)O. Drug 2: C1=NC2=C(N1)C(=S)N=C(N2)N. Cell line: NCIH23. Synergy scores: CSS=37.9, Synergy_ZIP=-0.748, Synergy_Bliss=-0.158, Synergy_Loewe=-10.2, Synergy_HSA=0.0293. (7) Drug 1: C1=CC=C(C=C1)NC(=O)CCCCCCC(=O)NO. Drug 2: CC12CCC3C(C1CCC2O)C(CC4=C3C=CC(=C4)O)CCCCCCCCCS(=O)CCCC(C(F)(F)F)(F)F. Cell line: OVCAR3. Synergy scores: CSS=15.4, Synergy_ZIP=0.322, Synergy_Bliss=-0.0272, Synergy_Loewe=4.48, Synergy_HSA=2.21.